This data is from Full USPTO retrosynthesis dataset with 1.9M reactions from patents (1976-2016). The task is: Predict the reactants needed to synthesize the given product. (1) Given the product [CH:15]1([C:12]2[CH:13]=[CH:14][C:9]([NH:8][C:6](=[O:7])[C:5]3[CH:21]=[CH:22][C:2]([NH:24][NH2:25])=[N:3][CH:4]=3)=[CH:10][CH:11]=2)[CH2:20][CH2:19][CH2:18][CH2:17][CH2:16]1, predict the reactants needed to synthesize it. The reactants are: Cl[C:2]1[CH:22]=[CH:21][C:5]([C:6]([NH:8][C:9]2[CH:14]=[CH:13][C:12]([CH:15]3[CH2:20][CH2:19][CH2:18][CH2:17][CH2:16]3)=[CH:11][CH:10]=2)=[O:7])=[CH:4][N:3]=1.O.[NH2:24][NH2:25]. (2) Given the product [F:1][C:2]1[C:37]([CH3:38])=[CH:36][CH:35]=[CH:34][C:3]=1[O:4][C:5]1[C:6]([C:22]([NH2:24])=[O:23])=[C:7]([NH:13][C:14]2[CH:19]=[CH:18][C:17]([I:20])=[CH:16][C:15]=2[F:21])[N:8]([CH3:12])[C:9](=[O:11])[CH:10]=1, predict the reactants needed to synthesize it. The reactants are: [F:1][C:2]1[C:37]([CH3:38])=[CH:36][CH:35]=[CH:34][C:3]=1[O:4][C:5]1[C:6]([C:22]([NH:24]CC2C=CC(OC)=CC=2)=[O:23])=[C:7]([NH:13][C:14]2[CH:19]=[CH:18][C:17]([I:20])=[CH:16][C:15]=2[F:21])[N:8]([CH3:12])[C:9](=[O:11])[CH:10]=1.[Cl-].[Al+3].[Cl-].[Cl-].O.Cl. (3) Given the product [Cl:26][C:13]1([C:11]2[S:12][C:8]([C:6]([N:1]3[CH2:5][CH2:4][CH2:3][CH2:2]3)=[O:7])=[CH:9][N:10]=2)[CH2:22][CH2:21][C:16]2([O:20][CH2:19][CH2:18][O:17]2)[CH2:15][CH2:14]1, predict the reactants needed to synthesize it. The reactants are: [N:1]1([C:6]([C:8]2[S:12][C:11]([C:13]3(O)[CH2:22][CH2:21][C:16]4([O:20][CH2:19][CH2:18][O:17]4)[CH2:15][CH2:14]3)=[N:10][CH:9]=2)=[O:7])[CH2:5][CH2:4][CH2:3][CH2:2]1.S(Cl)([Cl:26])=O.